Dataset: Full USPTO retrosynthesis dataset with 1.9M reactions from patents (1976-2016). Task: Predict the reactants needed to synthesize the given product. (1) Given the product [CH3:20][O:21][CH2:22][CH2:23][N:24]([CH3:25])[C:2]([NH:3][NH:4][C:5]1[N:6]=[C:7]([C:16]([F:17])([F:18])[F:19])[CH:8]=[CH:9][C:10]=1[C:11]([O:13][CH2:14][CH3:15])=[O:12])=[O:1], predict the reactants needed to synthesize it. The reactants are: [O:1]=[C:2]1[N:6]2[C:7]([C:16]([F:19])([F:18])[F:17])=[CH:8][CH:9]=[C:10]([C:11]([O:13][CH2:14][CH3:15])=[O:12])[C:5]2=[N:4][NH:3]1.[CH3:20][O:21][CH2:22][CH2:23][NH:24][CH3:25]. (2) The reactants are: [F:1][CH:2]([F:10])[C:3]1[O:7][C:6]([CH2:8]O)=[CH:5][CH:4]=1.C1(P(C2C=CC=CC=2)C2C=CC=CC=2)C=CC=CC=1.CCOC(/N=N/C(OCC)=O)=O.C1(P([N:56]=[N+:57]=[N-:58])(C2C=CC=CC=2)=O)C=CC=CC=1. Given the product [N:56]([CH2:8][C:6]1[O:7][C:3]([CH:2]([F:10])[F:1])=[CH:4][CH:5]=1)=[N+:57]=[N-:58], predict the reactants needed to synthesize it. (3) Given the product [C:31]([O:30][C:28]([N:12]1[C:13]2([CH2:27][O:26][CH2:25][CH2:24][O:23][CH2:22]2)[C:14](=[O:21])[N:15]([CH2:16][C:17]([OH:19])=[O:18])[CH:10]([C:6]2[CH:7]=[CH:8][CH:9]=[C:4]([F:3])[CH:5]=2)[CH2:11]1)=[O:29])([CH3:34])([CH3:32])[CH3:33], predict the reactants needed to synthesize it. The reactants are: [OH-].[Li+].[F:3][C:4]1[CH:5]=[C:6]([CH:10]2[N:15]([CH2:16][C:17]([O:19]C)=[O:18])[C:14](=[O:21])[C:13]3([CH2:27][O:26][CH2:25][CH2:24][O:23][CH2:22]3)[N:12]([C:28]([O:30][C:31]([CH3:34])([CH3:33])[CH3:32])=[O:29])[CH2:11]2)[CH:7]=[CH:8][CH:9]=1. (4) Given the product [CH2:16]([O:23][C:24]([N:26]1[CH2:31][CH2:30][N:29]([CH2:11][C:10]2[CH:13]=[CH:14][CH:15]=[C:8]([C:6]3[CH:5]=[CH:4][N:3]=[C:2]([Cl:1])[N:7]=3)[CH:9]=2)[CH2:28][CH:27]1[C:32]#[N:33])=[O:25])[C:17]1[CH:22]=[CH:21][CH:20]=[CH:19][CH:18]=1, predict the reactants needed to synthesize it. The reactants are: [Cl:1][C:2]1[N:7]=[C:6]([C:8]2[CH:9]=[C:10]([CH:13]=[CH:14][CH:15]=2)[CH:11]=O)[CH:5]=[CH:4][N:3]=1.[CH2:16]([O:23][C:24]([N:26]1[CH2:31][CH2:30][NH:29][CH2:28][CH:27]1[C:32]#[N:33])=[O:25])[C:17]1[CH:22]=[CH:21][CH:20]=[CH:19][CH:18]=1. (5) Given the product [OH2:3].[C:1]([OH:6])(=[O:5])[C:2]([OH:4])=[O:3].[C:1]([OH:6])(=[O:5])[C:2]([OH:4])=[O:3], predict the reactants needed to synthesize it. The reactants are: [C:1]([OH:6])(=[O:5])[C:2]([OH:4])=[O:3].C(OC(=O)C(OCC)CC1C=CC(OCCN)=CC=1)C.CC(C)CCO. (6) Given the product [NH2:30][C@H:31]([C:33]([NH:44][C@H:45]([C:51]([OH:53])=[O:52])[CH2:46][CH2:47][C:48](=[O:50])[NH2:49])=[O:34])[CH3:32], predict the reactants needed to synthesize it. The reactants are: C1(P(C2C=CC=CC=2)C2C=CC=CC=2)C=CC=CC=1.C([NH:30][C@H:31]([C:33](O)=[O:34])[CH3:32])(OCC1C=CC=CC=1)=O.ClC(Cl)(Cl)C(Cl)(Cl)Cl.[NH2:44][C@H:45]([C:51]([OH:53])=[O:52])[CH2:46][CH2:47][C:48](=[O:50])[NH2:49].[OH-].[K+].S(=O)(=O)(O)O. (7) Given the product [N:10]1[CH:9]=[C:14]2[C:13]([N:17]=[CH:16][NH:15]2)=[N:12][CH:11]=1, predict the reactants needed to synthesize it. The reactants are: C1CCC(CO[C:9]2[C:14]3[NH:15][CH:16]=[N:17][C:13]=3[N:12]=[C:11](F)[N:10]=2)CC1.CCO.NC1C=CC=CC=1.FC(F)(F)C(O)=O. (8) The reactants are: [F:1][C:2]1[CH:3]=[C:4]2[C:9](=[C:10]([O:12][Si:13]([CH:20]([CH3:22])[CH3:21])([CH:17]([CH3:19])[CH3:18])[CH:14]([CH3:16])[CH3:15])[CH:11]=1)[N:8]=[C:7]([CH:23]=[N:24][NH:25][C:26]1[CH:31]=[CH:30][CH:29]=[CH:28][N:27]=1)[CH:6]=[CH:5]2.C(O)(=O)C.C(O)(=O)C.IC1C=CC=CC=1. Given the product [N:25]1[N:24]=[C:23]([C:7]2[CH:6]=[CH:5][C:4]3[C:9](=[C:10]([O:12][Si:13]([CH:20]([CH3:21])[CH3:22])([CH:17]([CH3:18])[CH3:19])[CH:14]([CH3:15])[CH3:16])[CH:11]=[C:2]([F:1])[CH:3]=3)[N:8]=2)[N:27]2[CH:28]=[CH:29][CH:30]=[CH:31][C:26]=12, predict the reactants needed to synthesize it.